Dataset: Reaction yield outcomes from USPTO patents with 853,638 reactions. Task: Predict the reaction yield, written as a fraction of the theoretical maximum amount of product (1.0 means a 100% yield; for example, 0.34 means a 34% yield). (1) The reactants are [CH2:1]([O:8][C@H:9]1[C@H:15]([O:16][CH2:17][C:18]2[CH:23]=[CH:22][CH:21]=[CH:20][CH:19]=2)[C@@H:14]([O:24][CH2:25][C:26]2[CH:31]=[CH:30][CH:29]=[CH:28][CH:27]=2)[C@:13]2([C:33]3[CH:38]=[CH:37][C:36]([Cl:39])=[C:35]([CH2:40][C:41]4[CH:46]=[CH:45][C:44]([O:47][CH2:48][CH3:49])=[C:43]([F:50])[CH:42]=4)[CH:34]=3)[O:32][C@@:10]1([CH2:51][OH:52])[CH2:11][O:12]2)[C:2]1[CH:7]=[CH:6][CH:5]=[CH:4][CH:3]=1.I(C1C=CC=CC=1C(O)=O)(=O)=O. The catalyst is ClCCl. The product is [CH2:1]([O:8][C@H:9]1[C@H:15]([O:16][CH2:17][C:18]2[CH:19]=[CH:20][CH:21]=[CH:22][CH:23]=2)[C@@H:14]([O:24][CH2:25][C:26]2[CH:31]=[CH:30][CH:29]=[CH:28][CH:27]=2)[C@:13]2([C:33]3[CH:38]=[CH:37][C:36]([Cl:39])=[C:35]([CH2:40][C:41]4[CH:46]=[CH:45][C:44]([O:47][CH2:48][CH3:49])=[C:43]([F:50])[CH:42]=4)[CH:34]=3)[O:32][C@@:10]1([CH:51]=[O:52])[CH2:11][O:12]2)[C:2]1[CH:3]=[CH:4][CH:5]=[CH:6][CH:7]=1. The yield is 0.864. (2) The reactants are Br[CH2:2][C:3]1[C:7]2[N:8]=[C:9]([N:14]3[CH:18]=[C:17]([C:19]([O:21][CH2:22][CH3:23])=[O:20])[CH:16]=[N:15]3)[N:10]=[C:11]([O:12][CH3:13])[C:6]=2[N:5]([CH3:24])[N:4]=1.[C:25]1(B(O)O)[CH:30]=[CH:29][CH:28]=[CH:27][CH:26]=1.P([O-])([O-])([O-])=O.[K+].[K+].[K+].S([O-])([O-])(=O)=O.[Na+].[Na+]. The catalyst is O1CCOCC1. The product is [CH2:2]([C:3]1[C:7]2[N:8]=[C:9]([N:14]3[CH:18]=[C:17]([C:19]([O:21][CH2:22][CH3:23])=[O:20])[CH:16]=[N:15]3)[N:10]=[C:11]([O:12][CH3:13])[C:6]=2[N:5]([CH3:24])[N:4]=1)[C:25]1[CH:30]=[CH:29][CH:28]=[CH:27][CH:26]=1. The yield is 0.170. (3) The reactants are [F:1][C:2]1[CH:17]=[CH:16][C:5]([O:6][C:7]2[CH:8]=[C:9]([N+:13]([O-])=O)[CH:10]=[CH:11][CH:12]=2)=[CH:4][CH:3]=1. The catalyst is C(O)C.[Pd]. The product is [F:1][C:2]1[CH:17]=[CH:16][C:5]([O:6][C:7]2[CH:8]=[C:9]([CH:10]=[CH:11][CH:12]=2)[NH2:13])=[CH:4][CH:3]=1. The yield is 0.900. (4) The product is [CH3:13][O:12][C:9]1[CH:10]=[C:11]2[C:6](=[CH:7][C:8]=1[O:14][CH3:15])[N:5]=[CH:4][N:3]=[C:2]2[O:16][C:17]1[CH:22]=[CH:21][C:20]([CH2:23][C:24]([OH:26])=[O:25])=[C:19]([O:27][CH3:28])[CH:18]=1. The yield is 0.870. No catalyst specified. The reactants are Cl[C:2]1[C:11]2[C:6](=[CH:7][C:8]([O:14][CH3:15])=[C:9]([O:12][CH3:13])[CH:10]=2)[N:5]=[CH:4][N:3]=1.[OH:16][C:17]1[CH:22]=[CH:21][C:20]([CH2:23][C:24]([OH:26])=[O:25])=[C:19]([O:27][CH3:28])[CH:18]=1. (5) The reactants are Br[C:2]1[CH:3]=[C:4]([CH:15]([CH2:21][CH:22]([CH3:24])[CH3:23])[C:16]([O:18][CH2:19][CH3:20])=[O:17])[CH:5]=[C:6]([Cl:14])[C:7]=1[O:8][CH2:9][C:10]([F:13])([F:12])[F:11].[F:25][C:26]([F:37])([F:36])[C:27]1[CH:32]=[CH:31][C:30](B(O)O)=[CH:29][CH:28]=1.[F-].[Cs+]. The catalyst is COCCOC.C1C=CC([P]([Pd]([P](C2C=CC=CC=2)(C2C=CC=CC=2)C2C=CC=CC=2)([P](C2C=CC=CC=2)(C2C=CC=CC=2)C2C=CC=CC=2)[P](C2C=CC=CC=2)(C2C=CC=CC=2)C2C=CC=CC=2)(C2C=CC=CC=2)C2C=CC=CC=2)=CC=1. The product is [Cl:14][C:6]1[CH:5]=[C:4]([CH:15]([CH2:21][CH:22]([CH3:24])[CH3:23])[C:16]([O:18][CH2:19][CH3:20])=[O:17])[CH:3]=[C:2]([C:30]2[CH:31]=[CH:32][C:27]([C:26]([F:37])([F:36])[F:25])=[CH:28][CH:29]=2)[C:7]=1[O:8][CH2:9][C:10]([F:13])([F:12])[F:11]. The yield is 0.740.